From a dataset of Full USPTO retrosynthesis dataset with 1.9M reactions from patents (1976-2016). Predict the reactants needed to synthesize the given product. Given the product [Cl:1][C:2]1[CH:3]=[CH:4][C:5]([O:24][CH3:25])=[C:6]([C:8]2[C:17]([CH2:18][Cl:37])=[C:16]3[C:11]([NH:12][C:13]([CH3:22])([CH3:23])[C:14](=[O:21])[N:15]3[CH3:20])=[CH:10][CH:9]=2)[CH:7]=1, predict the reactants needed to synthesize it. The reactants are: [Cl:1][C:2]1[CH:3]=[CH:4][C:5]([O:24][CH3:25])=[C:6]([C:8]2[C:17]([CH2:18]O)=[C:16]3[C:11]([NH:12][C:13]([CH3:23])([CH3:22])[C:14](=[O:21])[N:15]3[CH3:20])=[CH:10][CH:9]=2)[CH:7]=1.C(N(CC)CC)C.CS([Cl:37])(=O)=O.C(OCC)(=O)C.